This data is from Catalyst prediction with 721,799 reactions and 888 catalyst types from USPTO. The task is: Predict which catalyst facilitates the given reaction. (1) Reactant: [Br:1][C:2]1[CH:3]=[CH:4][C:5](F)=[C:6]([N+:8]([O-:10])=[O:9])[CH:7]=1.[NH2:12][C:13]([CH3:17])([CH3:16])[CH2:14][OH:15]. Product: [Br:1][C:2]1[CH:3]=[CH:4][C:5]([NH:12][C:13]([CH3:17])([CH3:16])[CH2:14][OH:15])=[C:6]([N+:8]([O-:10])=[O:9])[CH:7]=1. The catalyst class is: 1. (2) Reactant: [Cl:1][C:2]1[CH:11]=[C:10]2[C:5]([CH2:6][CH2:7][N:8]([C:13]3[CH:14]=[N:15][CH:16]=[CH:17][C:18]=3[CH:19]3[CH2:21][CH2:20]3)[C:9]2=[O:12])=[CH:4][C:3]=1[O:22]C.B(Br)(Br)Br. Product: [Cl:1][C:2]1[CH:11]=[C:10]2[C:5]([CH2:6][CH2:7][N:8]([C:13]3[CH:14]=[N:15][CH:16]=[CH:17][C:18]=3[CH:19]3[CH2:20][CH2:21]3)[C:9]2=[O:12])=[CH:4][C:3]=1[OH:22]. The catalyst class is: 2.